Predict the reactants needed to synthesize the given product. From a dataset of Full USPTO retrosynthesis dataset with 1.9M reactions from patents (1976-2016). (1) The reactants are: C[O:2][C:3]([C:5]1[NH:6][C:7]2[C:12]([C:13]=1[C:14]1[CH:19]=[CH:18][C:17]([O:20][CH3:21])=[CH:16][CH:15]=1)=[CH:11][C:10]([O:22][CH3:23])=[C:9]([O:24][CH3:25])[CH:8]=2)=O.[H-].[H-].[H-].[H-].[Li+].[Al+3].O.[OH-].[Na+]. Given the product [CH3:23][O:22][C:10]1[CH:11]=[C:12]2[C:7](=[CH:8][C:9]=1[O:24][CH3:25])[NH:6][C:5]([CH2:3][OH:2])=[C:13]2[C:14]1[CH:15]=[CH:16][C:17]([O:20][CH3:21])=[CH:18][CH:19]=1, predict the reactants needed to synthesize it. (2) Given the product [C:16]([O:20][C:21](=[O:28])[C@@H:22]1[CH2:26][CH2:25][C:24](=[O:27])[N:23]1[C:6]([O:5][C:2]([CH3:4])([CH3:3])[CH3:1])=[O:7])([CH3:19])([CH3:17])[CH3:18], predict the reactants needed to synthesize it. The reactants are: [CH3:1][C:2]([O:5][C:6](O[C:6]([O:5][C:2]([CH3:4])([CH3:3])[CH3:1])=[O:7])=[O:7])([CH3:4])[CH3:3].[C:16]([O:20][C:21](=[O:28])[C@@H:22]1[CH2:26][CH2:25][C:24](=[O:27])[NH:23]1)([CH3:19])([CH3:18])[CH3:17]. (3) Given the product [OH:6][C:7]1[CH:12]=[C:11]([OH:13])[CH:10]=[CH:9][C:8]=1[C:15]1[N:16]=[C:17]([NH:20][C:21](=[O:48])[C:22]([OH:40])([C:36]([F:38])([F:39])[F:37])[CH2:23][C:24]([C:27]2[CH:32]=[C:31]([F:33])[CH:30]=[CH:29][C:28]=2[OH:34])([CH3:26])[CH3:25])[S:18][CH:19]=1, predict the reactants needed to synthesize it. The reactants are: B(Br)(Br)Br.C[O:6][C:7]1[CH:12]=[C:11]([O:13]C)[CH:10]=[CH:9][C:8]=1[C:15]1[N:16]=[C:17]([NH:20][C:21](=[O:48])[C:22]([O:40]CC2C=CC=CC=2)([C:36]([F:39])([F:38])[F:37])[CH2:23][C:24]([C:27]2[CH:32]=[C:31]([F:33])[CH:30]=[CH:29][C:28]=2[O:34]C)([CH3:26])[CH3:25])[S:18][CH:19]=1. (4) Given the product [F:19][C:2]([F:1])([C:8]1[CH:13]=[CH:12][C:11]([F:14])=[CH:10][C:9]=1[O:15][CH:16]([CH3:17])[CH3:18])[C:3]([OH:5])=[O:4], predict the reactants needed to synthesize it. The reactants are: [F:1][C:2]([F:19])([C:8]1[CH:13]=[CH:12][C:11]([F:14])=[CH:10][C:9]=1[O:15][CH:16]([CH3:18])[CH3:17])[C:3]([O:5]CC)=[O:4].O.[OH-].[Li+].Cl.